Regression. Given a peptide amino acid sequence and an MHC pseudo amino acid sequence, predict their binding affinity value. This is MHC class II binding data. From a dataset of Peptide-MHC class II binding affinity with 134,281 pairs from IEDB. (1) The peptide sequence is GQKYFKGNFQRLAIT. The MHC is DRB1_1101 with pseudo-sequence DRB1_1101. The binding affinity (normalized) is 0.616. (2) The peptide sequence is RRHGVRIRVRSGGHD. The MHC is HLA-DQA10501-DQB10201 with pseudo-sequence HLA-DQA10501-DQB10201. The binding affinity (normalized) is 0.0305. (3) The peptide sequence is VFGYRKPLDNIKDNV. The MHC is DRB1_0901 with pseudo-sequence DRB1_0901. The binding affinity (normalized) is 0.214. (4) The peptide sequence is YDKFLANVSTQLTGK. The MHC is DRB1_1101 with pseudo-sequence DRB1_1101. The binding affinity (normalized) is 0.484. (5) The MHC is DRB1_0101 with pseudo-sequence DRB1_0101. The peptide sequence is SGSIISFCGVNSDTVDWS. The binding affinity (normalized) is 0.135. (6) The peptide sequence is FKAAVAAAANAPPAD. The MHC is DRB1_1201 with pseudo-sequence DRB1_1201. The binding affinity (normalized) is 0.218. (7) The peptide sequence is YFRNEQSIPPLIQKY. The MHC is DRB1_0405 with pseudo-sequence DRB1_0405. The binding affinity (normalized) is 0.389.